Dataset: Forward reaction prediction with 1.9M reactions from USPTO patents (1976-2016). Task: Predict the product of the given reaction. (1) The product is: [CH3:24][C@@H:23]([O:14][C:13](=[O:15])[C:12]1[CH:11]=[CH:10][C:9]([O:8][CH2:1][C:2]2[CH:3]=[CH:4][CH:5]=[CH:6][CH:7]=2)=[CH:17][CH:16]=1)[CH2:22][CH2:21][CH2:20][CH:19]=[CH2:18]. Given the reactants [CH2:1]([O:8][C:9]1[CH:17]=[CH:16][C:12]([C:13]([OH:15])=[O:14])=[CH:11][CH:10]=1)[C:2]1[CH:7]=[CH:6][CH:5]=[CH:4][CH:3]=1.[CH3:18][C@@H:19](O)[CH2:20][CH2:21][CH2:22][CH:23]=[CH2:24].CN(C1C=CC=CN=1)C, predict the reaction product. (2) Given the reactants [Cl:1][C:2]1[CH:3]=[CH:4][C:5]([NH:8][C:9]([CH2:11][N:12]2[C:16]([CH2:17][O:18][CH2:19][CH2:20][O:21][CH2:22][CH2:23][O:24][CH3:25])=[CH:15][C:14]([C:26]([OH:28])=O)=[N:13]2)=[O:10])=[N:6][CH:7]=1.Cl.[CH:30]([N:33]1[CH2:38][CH2:37][CH:36]([NH2:39])[CH2:35][CH2:34]1)([CH3:32])[CH3:31].C1N(P(Cl)(N2C(=O)OCC2)=O)C(=O)OC1, predict the reaction product. The product is: [CH:30]([N:33]1[CH2:38][CH2:37][CH:36]([NH:39][C:26]([C:14]2[CH:15]=[C:16]([CH2:17][O:18][CH2:19][CH2:20][O:21][CH2:22][CH2:23][O:24][CH3:25])[N:12]([CH2:11][C:9](=[O:10])[NH:8][C:5]3[CH:4]=[CH:3][C:2]([Cl:1])=[CH:7][N:6]=3)[N:13]=2)=[O:28])[CH2:35][CH2:34]1)([CH3:32])[CH3:31]. (3) Given the reactants [H-].[Na+].[C:3](#[N:5])[CH3:4].C([O:8][C:9]([CH:11]1[CH2:15][CH2:14][CH2:13][CH2:12]1)=O)C.Cl, predict the reaction product. The product is: [CH:11]1([C:9](=[O:8])[CH2:4][C:3]#[N:5])[CH2:15][CH2:14][CH2:13][CH2:12]1. (4) Given the reactants C(OC([N:8]1[CH2:24][CH2:23][C:11]2[N:12]([CH3:22])[C:13]3[C:14]([S:20][CH3:21])=[C:15]([Cl:19])[CH:16]=[CH:17][C:18]=3[C:10]=2[CH2:9]1)=O)(C)(C)C.C(O)(C(F)(F)F)=O.C(Cl)Cl, predict the reaction product. The product is: [Cl:19][C:15]1[CH:16]=[CH:17][C:18]2[C:10]3[CH2:9][NH:8][CH2:24][CH2:23][C:11]=3[N:12]([CH3:22])[C:13]=2[C:14]=1[S:20][CH3:21]. (5) Given the reactants Br[C:2]1[CH:3]=[CH:4][C:5](=[O:8])[NH:6][CH:7]=1.[OH:9][C:10]([CH3:43])([CH3:42])[CH2:11][C@:12]1([C:36]2[CH:41]=[CH:40][CH:39]=[CH:38][CH:37]=2)[CH2:17][CH2:16][N:15]([C@H:18]([C:20]2[CH:25]=[CH:24][C:23](B3OC(C)(C)C(C)(C)O3)=[CH:22][CH:21]=2)[CH3:19])[C:14](=[O:35])[CH2:13]1.C([O-])(O)=O.[Na+], predict the reaction product. The product is: [OH:9][C:10]([CH3:43])([CH3:42])[CH2:11][C@:12]1([C:36]2[CH:37]=[CH:38][CH:39]=[CH:40][CH:41]=2)[CH2:17][CH2:16][N:15]([C@H:18]([C:20]2[CH:21]=[CH:22][C:23]([C:2]3[CH:3]=[CH:4][C:5](=[O:8])[NH:6][CH:7]=3)=[CH:24][CH:25]=2)[CH3:19])[C:14](=[O:35])[CH2:13]1. (6) Given the reactants [NH2:1][C:2]1[N:7]([CH3:8])[C:6](=[O:9])[C:5]([CH3:11])([CH3:10])[C@:4]([C:13]2[CH:18]=[C:17]([NH2:19])[CH:16]=[CH:15][C:14]=2[F:20])([CH3:12])[N:3]=1.[CH3:21][C:22]1[N:23]=[C:24]([C:28](=O)[CH3:29])[S:25][C:26]=1[CH3:27].C([BH3-])#N, predict the reaction product. The product is: [NH2:1][C:2]1[N:7]([CH3:8])[C:6](=[O:9])[C:5]([CH3:10])([CH3:11])[C@:4]([C:13]2[CH:18]=[C:17]([NH:19][CH:28]([C:24]3[S:25][C:26]([CH3:27])=[C:22]([CH3:21])[N:23]=3)[CH3:29])[CH:16]=[CH:15][C:14]=2[F:20])([CH3:12])[N:3]=1.